Dataset: Full USPTO retrosynthesis dataset with 1.9M reactions from patents (1976-2016). Task: Predict the reactants needed to synthesize the given product. (1) Given the product [F:11][C:2]1([F:1])[O:3][C:4]2[CH:10]=[CH:9][CH:8]=[C:7]([OH:18])[C:5]=2[O:6]1, predict the reactants needed to synthesize it. The reactants are: [F:1][C:2]1([F:11])[O:6][C:5]2[CH:7]=[CH:8][CH:9]=[CH:10][C:4]=2[O:3]1.[Li]C(CC)C.C[O:18]B(OC)OC.O.[OH-].[Na+]. (2) Given the product [NH2:28][C:10]1[CH:9]=[C:8]([NH:7][C:2](=[O:3])[O:4][CH2:5][CH3:6])[C:13]([S:14](=[O:26])(=[O:27])[NH:15][C:16]2[CH:17]=[CH:18][C:19]3[CH2:23][O:22][B:21]([OH:24])[C:20]=3[CH:25]=2)=[N:12][CH:11]=1, predict the reactants needed to synthesize it. The reactants are: Cl[C:2]([O:4][CH2:5][CH3:6])=[O:3].[NH2:7][C:8]1[CH:9]=[C:10]([NH:28]C(=O)OCC2C=CC=CC=2)[CH:11]=[N:12][C:13]=1[S:14](=[O:27])(=[O:26])[NH:15][C:16]1[CH:17]=[CH:18][C:19]2[CH2:23][O:22][B:21]([OH:24])[C:20]=2[CH:25]=1. (3) Given the product [F:39][C:40]([F:54])([F:55])[C:41]1[CH:42]=[C:43]([NH:51][C:6]([N:8]2[CH2:9][CH2:10][N:11]([C:14]3[C:19]([O:20][CH2:21][C:22]4[CH:23]=[CH:24][N:25]=[CH:26][CH:27]=4)=[N:18][C:17]([C:28]#[N:29])=[C:16]([C:30]#[N:31])[N:15]=3)[CH2:12][CH2:13]2)=[O:5])[CH:44]=[C:45]([C:47]([F:48])([F:50])[F:49])[CH:46]=1, predict the reactants needed to synthesize it. The reactants are: C([O:5][C:6]([N:8]1[CH2:13][CH2:12][N:11]([C:14]2[C:19]([O:20][CH2:21][C:22]3[CH:27]=[CH:26][N:25]=[CH:24][CH:23]=3)=[N:18][C:17]([C:28]#[N:29])=[C:16]([C:30]#[N:31])[N:15]=2)[CH2:10][CH2:9]1)=O)(C)(C)C.C(O)(C(F)(F)F)=O.[F:39][C:40]([F:55])([F:54])[C:41]1[CH:42]=[C:43]([N:51]=C=O)[CH:44]=[C:45]([C:47]([F:50])([F:49])[F:48])[CH:46]=1. (4) Given the product [NH2:1][C:2]1[N:3]=[CH:4][C:5]([C:29]([OH:31])=[O:30])=[N:6][C:7]=1[C:8]1[CH:13]=[CH:12][C:11]([C:14](=[O:27])[NH:15][C@@H:16]([C:19]2[CH:24]=[C:23]([F:25])[CH:22]=[C:21]([Br:26])[CH:20]=2)[CH2:17][OH:18])=[C:10]([F:28])[CH:9]=1, predict the reactants needed to synthesize it. The reactants are: [NH2:1][C:2]1[N:3]=[CH:4][C:5]([C:29]([O:31]CC)=[O:30])=[N:6][C:7]=1[C:8]1[CH:13]=[CH:12][C:11]([C:14](=[O:27])[NH:15][C@@H:16]([C:19]2[CH:24]=[C:23]([F:25])[CH:22]=[C:21]([Br:26])[CH:20]=2)[CH2:17][OH:18])=[C:10]([F:28])[CH:9]=1.O[Li].O. (5) Given the product [CH2:36]([N:24]1[C:23]2[N:38]=[CH:39][C:20]([CH2:3][CH:2]=[CH2:1])=[CH:21][C:22]=2[C:28](=[O:29])[N:27]([CH3:30])[C:26]2[CH:31]=[CH:32][C:33]([F:35])=[N:34][C:25]1=2)[CH3:37], predict the reactants needed to synthesize it. The reactants are: [CH2:1]([Sn](CCCC)(CCCC)CCCC)[CH:2]=[CH2:3].N#N.Br[C:20]1[CH:39]=[N:38][C:23]2[N:24]([CH2:36][CH3:37])[C:25]3[N:34]=[C:33]([F:35])[CH:32]=[CH:31][C:26]=3[N:27]([CH3:30])[C:28](=[O:29])[C:22]=2[CH:21]=1. (6) Given the product [O:24]=[C:3]1[C@@H:2]([NH:1][S:38]([C:35]2[CH:36]=[C:37]3[C:32]([CH:31]=[CH:30][N:29]3[Si:28]([CH:42]([CH3:44])[CH3:43])([CH:45]([CH3:47])[CH3:46])[CH:26]([CH3:25])[CH3:27])=[CH:33][CH:34]=2)(=[O:40])=[O:39])[CH2:6][CH2:5][N:4]1[C:7]1[CH:8]=[C:9]2[C:14](=[CH:15][CH:16]=1)[CH2:13][N:12]([C:17]([O:19][C:20]([CH3:21])([CH3:23])[CH3:22])=[O:18])[CH2:11][CH2:10]2, predict the reactants needed to synthesize it. The reactants are: [NH2:1][C@H:2]1[CH2:6][CH2:5][N:4]([C:7]2[CH:8]=[C:9]3[C:14](=[CH:15][CH:16]=2)[CH2:13][N:12]([C:17]([O:19][C:20]([CH3:23])([CH3:22])[CH3:21])=[O:18])[CH2:11][CH2:10]3)[C:3]1=[O:24].[CH3:25][CH:26]([Si:28]([CH:45]([CH3:47])[CH3:46])([CH:42]([CH3:44])[CH3:43])[N:29]1[C:37]2[C:32](=[CH:33][CH:34]=[C:35]([S:38](Cl)(=[O:40])=[O:39])[CH:36]=2)[CH:31]=[CH:30]1)[CH3:27]. (7) The reactants are: [CH:1]1([N:4]2[C:12]3[C:7](=[N:8][CH:9]=[CH:10][CH:11]=3)[NH:6][C:5]2=[O:13])[CH2:3][CH2:2]1.O[C@H:15]1[CH2:18][C@H:17]([NH:19][C:20](=[O:29])[O:21][CH2:22][C:23]2[CH:28]=[CH:27][CH:26]=[CH:25][CH:24]=2)[CH2:16]1.C1(P(C2C=CC=CC=2)C2C=CC=CC=2)C=CC=CC=1.N(C(OC(C)C)=O)=NC(OC(C)C)=O. Given the product [CH:1]1([N:4]2[C:12]3[C:7](=[N:8][CH:9]=[CH:10][CH:11]=3)[N:6]([C@H:15]3[CH2:18][C@H:17]([NH:19][C:20](=[O:29])[O:21][CH2:22][C:23]4[CH:24]=[CH:25][CH:26]=[CH:27][CH:28]=4)[CH2:16]3)[C:5]2=[O:13])[CH2:3][CH2:2]1, predict the reactants needed to synthesize it. (8) Given the product [F:7][C:8]1[CH:14]=[CH:13][CH:12]=[C:10]2[C:9]=1[CH:1]=[CH:2][C:3]([CH3:4])=[N:11]2, predict the reactants needed to synthesize it. The reactants are: [CH:1](=O)/[CH:2]=[CH:3]/[CH3:4].Cl.[F:7][C:8]1[CH:9]=[C:10]([CH:12]=[CH:13][CH:14]=1)[NH2:11]. (9) Given the product [CH2:13]([NH:20][C:3]1[C:4]2[CH:12]=[CH:11][N:10]=[CH:9][C:5]=2[N:6]=[CH:7][N:8]=1)[C:14]1[CH:19]=[CH:18][CH:17]=[CH:16][CH:15]=1, predict the reactants needed to synthesize it. The reactants are: CS[C:3]1[C:4]2[CH:12]=[CH:11][N:10]=[CH:9][C:5]=2[N:6]=[CH:7][N:8]=1.[CH2:13]([NH2:20])[C:14]1[CH:19]=[CH:18][CH:17]=[CH:16][CH:15]=1.